Dataset: Peptide-MHC class II binding affinity with 134,281 pairs from IEDB. Task: Regression. Given a peptide amino acid sequence and an MHC pseudo amino acid sequence, predict their binding affinity value. This is MHC class II binding data. (1) The peptide sequence is WFVRNPFFAVTALTI. The MHC is DRB1_0701 with pseudo-sequence DRB1_0701. The binding affinity (normalized) is 0.851. (2) The peptide sequence is HSLGKWLGHPDKF. The MHC is HLA-DPA10103-DPB10201 with pseudo-sequence HLA-DPA10103-DPB10201. The binding affinity (normalized) is 0. (3) The peptide sequence is AAAQASAAAAAYEAA. The MHC is HLA-DQA10501-DQB10301 with pseudo-sequence HLA-DQA10501-DQB10301. The binding affinity (normalized) is 0.582. (4) The MHC is HLA-DQA10501-DQB10301 with pseudo-sequence HLA-DQA10501-DQB10301. The peptide sequence is NLLQERLKKLKSEHG. The binding affinity (normalized) is 0. (5) The peptide sequence is SGTYCLNVSLADTNS. The MHC is DRB1_0701 with pseudo-sequence DRB1_0701. The binding affinity (normalized) is 0.193. (6) The peptide sequence is GDGFIDFNEFISFCN. The MHC is DRB1_1602 with pseudo-sequence DRB1_1602. The binding affinity (normalized) is 0.534. (7) The binding affinity (normalized) is 0.796. The peptide sequence is DTFRKLFRRYSNFLR. The MHC is DRB5_0101 with pseudo-sequence DRB5_0101.